Dataset: Full USPTO retrosynthesis dataset with 1.9M reactions from patents (1976-2016). Task: Predict the reactants needed to synthesize the given product. Given the product [NH2:1][C:2]1[C:3]2[N:4]([C:8]([C@H:20]3[CH2:21][CH2:22][C@H:23]([C:26]([OH:28])=[O:27])[CH2:24][CH2:25]3)=[N:9][C:10]=2[C:11]2[NH:12][C:13]3[C:18]([CH:19]=2)=[CH:17][CH:16]=[CH:15][CH:14]=3)[CH:5]=[CH:6][N:7]=1, predict the reactants needed to synthesize it. The reactants are: [NH2:1][C:2]1[C:3]2[N:4]([C:8]([C@H:20]3[CH2:25][CH2:24][C@H:23]([C:26]([O:28]C)=[O:27])[CH2:22][CH2:21]3)=[N:9][C:10]=2[C:11]2[NH:12][C:13]3[C:18]([CH:19]=2)=[CH:17][CH:16]=[CH:15][CH:14]=3)[CH:5]=[CH:6][N:7]=1.